From a dataset of Peptide-MHC class II binding affinity with 134,281 pairs from IEDB. Regression. Given a peptide amino acid sequence and an MHC pseudo amino acid sequence, predict their binding affinity value. This is MHC class II binding data. (1) The peptide sequence is ILDLCYQLSMRIANQ. The MHC is DRB4_0101 with pseudo-sequence DRB4_0103. The binding affinity (normalized) is 0.596. (2) The peptide sequence is MVFTPLLALATNLTE. The MHC is DRB1_0301 with pseudo-sequence DRB1_0301. The binding affinity (normalized) is 0.182.